Dataset: Forward reaction prediction with 1.9M reactions from USPTO patents (1976-2016). Task: Predict the product of the given reaction. Given the reactants [CH3:1][C:2]1[CH:3]=[C:4](B(O)O)[CH:5]=[CH:6][C:7]=1[O:8][CH3:9].I[C:14]1[CH:22]=[CH:21][C:17]([C:18]([OH:20])=[O:19])=[CH:16][CH:15]=1.C(=O)([O-])[O-].[Cs+].[Cs+].C1(C)C=CC=CC=1, predict the reaction product. The product is: [CH3:1][C:2]1[CH:3]=[C:4]([C:14]2[CH:22]=[CH:21][C:17]([C:18]([OH:20])=[O:19])=[CH:16][CH:15]=2)[CH:5]=[CH:6][C:7]=1[O:8][CH3:9].